Dataset: Full USPTO retrosynthesis dataset with 1.9M reactions from patents (1976-2016). Task: Predict the reactants needed to synthesize the given product. The reactants are: [O:1]=[C:2]1[NH:7][N:6]=[CH:5][C:4]([C:8]([NH:10][C@@:11]2([C:16]([OH:18])=O)[CH2:15][CH2:14][O:13][CH2:12]2)=[O:9])=[CH:3]1.[NH2:19][CH2:20][C:21]1[N:26]=[CH:25][C:24]([NH:27][C:28]2[CH:33]=[CH:32][C:31]([Cl:34])=[CH:30][C:29]=2[C:35]([F:38])([F:37])[F:36])=[CH:23][C:22]=1[F:39].CN(C(ON1N=NC2C=CC=CC1=2)=[N+](C)C)C.[B-](F)(F)(F)F.C(N(CC)CC)C. Given the product [Cl:34][C:31]1[CH:32]=[CH:33][C:28]([NH:27][C:24]2[CH:23]=[C:22]([F:39])[C:21]([CH2:20][NH:19][C:16]([C@:11]3([NH:10][C:8]([C:4]4[CH:5]=[N:6][NH:7][C:2](=[O:1])[CH:3]=4)=[O:9])[CH2:15][CH2:14][O:13][CH2:12]3)=[O:18])=[N:26][CH:25]=2)=[C:29]([C:35]([F:37])([F:38])[F:36])[CH:30]=1, predict the reactants needed to synthesize it.